This data is from Forward reaction prediction with 1.9M reactions from USPTO patents (1976-2016). The task is: Predict the product of the given reaction. (1) The product is: [CH3:11][C:9]1[S:10][C:6]([C:4]([OH:5])=[O:3])=[CH:7][N:8]=1. Given the reactants C([O:3][C:4]([C:6]1[S:10][C:9]([CH3:11])=[N:8][CH:7]=1)=[O:5])C.[OH-].[Na+].Cl, predict the reaction product. (2) Given the reactants [C:1]([NH:4][C:5]1[CH:30]=[CH:29][C:8]([C:9]([NH:11][C:12]2[S:16][C:15]([NH:17][C:18]3[CH:23]=[CH:22][C:21]([O:24]C)=[CH:20][CH:19]=3)=[N:14][C:13]=2[C:26]([NH2:28])=[O:27])=[O:10])=[CH:7][CH:6]=1)(=[O:3])[CH3:2].B(Br)(Br)Br, predict the reaction product. The product is: [C:1]([NH:4][C:5]1[CH:30]=[CH:29][C:8]([C:9]([NH:11][C:12]2[S:16][C:15]([NH:17][C:18]3[CH:23]=[CH:22][C:21]([OH:24])=[CH:20][CH:19]=3)=[N:14][C:13]=2[C:26]([NH2:28])=[O:27])=[O:10])=[CH:7][CH:6]=1)(=[O:3])[CH3:2]. (3) Given the reactants [CH2:1]([C:8]1[C:17]([O:18][CH3:19])=[CH:16][CH:15]=[C:14]2[C:9]=1[C:10](=[O:26])[N:11]([CH2:21][CH2:22][CH2:23][CH2:24][OH:25])[C:12](=[O:20])[NH:13]2)[C:2]1[CH:7]=[CH:6][CH:5]=[CH:4][CH:3]=1.CI.[C:29]([O-])([O-])=O.[K+].[K+], predict the reaction product. The product is: [CH2:1]([C:8]1[C:17]([O:18][CH3:19])=[CH:16][CH:15]=[C:14]2[C:9]=1[C:10](=[O:26])[N:11]([CH2:21][CH2:22][CH2:23][CH2:24][OH:25])[C:12](=[O:20])[N:13]2[CH3:29])[C:2]1[CH:7]=[CH:6][CH:5]=[CH:4][CH:3]=1. (4) Given the reactants [NH2:1][C:2]1[N:6]([C:7]2[CH:12]=[CH:11][C:10]([S:13]([CH3:16])(=[O:15])=[O:14])=[CH:9][CH:8]=2)[N:5]=[C:4]([CH3:17])[C:3]=1[C:18]#[N:19].[C:20](Cl)(=[O:22])[CH3:21], predict the reaction product. The product is: [C:18]([C:3]1[C:4]([CH3:17])=[N:5][N:6]([C:7]2[CH:8]=[CH:9][C:10]([S:13]([CH3:16])(=[O:15])=[O:14])=[CH:11][CH:12]=2)[C:2]=1[NH:1][C:20](=[O:22])[CH3:21])#[N:19].